Regression. Given a peptide amino acid sequence and an MHC pseudo amino acid sequence, predict their binding affinity value. This is MHC class I binding data. From a dataset of Peptide-MHC class I binding affinity with 185,985 pairs from IEDB/IMGT. (1) The peptide sequence is MLHHYGIHY. The MHC is HLA-B39:01 with pseudo-sequence HLA-B39:01. The binding affinity (normalized) is 0.0847. (2) The peptide sequence is LYQKTGESS. The MHC is HLA-A01:01 with pseudo-sequence HLA-A01:01. The binding affinity (normalized) is 0. (3) The peptide sequence is KLFGTVDSL. The MHC is H-2-Kb with pseudo-sequence H-2-Kb. The binding affinity (normalized) is 0. (4) The MHC is HLA-B40:02 with pseudo-sequence HLA-B40:02. The binding affinity (normalized) is 0. The peptide sequence is RLRPGGKKKY. (5) The peptide sequence is KYTSGRQEK. The MHC is HLA-B07:02 with pseudo-sequence HLA-B07:02. The binding affinity (normalized) is 0.0847. (6) The peptide sequence is TAIANQAAI. The MHC is H-2-Kb with pseudo-sequence H-2-Kb. The binding affinity (normalized) is 0.507. (7) The peptide sequence is QLIRLLTWL. The MHC is Mamu-A2601 with pseudo-sequence Mamu-A2601. The binding affinity (normalized) is 0.304.